From a dataset of B-cell epitopes from IEDB database with 3,159 antigens for binding position prediction. Token-level Classification. Given an antigen amino acid sequence, predict which amino acid positions are active epitope sites capable of antibody binding. Output is a list of indices for active positions. Given the antigen sequence: MVKRGGAFALCLAVLLGACSFSSIPNGTYRATYQDFDENGWKDFLEVTFDGGKMVQVVYDYQHKEGRFKSQDADYHRVMYASSGIGPEKAFRELADALLEKGNPEMVDVVTGATVSSQSFRRLGAALLQSARRGEKEAIISR, which amino acid positions are active epitope sites? The epitope positions are: [35, 36, 37, 38, 39, 40, 41, 42, 43, 44]. The amino acids at these positions are: FDENGWKDFL.